Dataset: Catalyst prediction with 721,799 reactions and 888 catalyst types from USPTO. Task: Predict which catalyst facilitates the given reaction. (1) The catalyst class is: 658. Product: [CH3:1][O:2][C:3]([C:5]1([NH:13][C:14](=[O:24])[CH2:15][C:16]2[CH:21]=[C:20]([C:30](=[O:32])[CH3:31])[CH:19]=[CH:18][C:17]=2[CH3:23])[CH2:10][CH2:9][N:8]([O:11][CH3:12])[CH2:7][CH2:6]1)=[O:4]. Reactant: [CH3:1][O:2][C:3]([C:5]1([NH:13][C:14](=[O:24])[CH2:15][C:16]2[CH:21]=[C:20](Br)[CH:19]=[CH:18][C:17]=2[CH3:23])[CH2:10][CH2:9][N:8]([O:11][CH3:12])[CH2:7][CH2:6]1)=[O:4].C([Sn](CCCC)(CCCC)[C:30]([O:32]CC)=[CH2:31])CCC. (2) Reactant: [CH3:1][S:2]([NH2:5])(=[O:4])=[O:3].C[Al](C)C.[C:10]([O:14][C:15](=[O:36])[NH:16][C:17]([CH3:35])([CH3:34])[CH2:18][C:19]1[C:27]2[C:22](=[C:23]([C:28]([O:30][CH2:31]OC)=[O:29])[CH:24]=[CH:25][CH:26]=2)[NH:21][CH:20]=1)([CH3:13])([CH3:12])[CH3:11]. Product: [C:10]([O:14][C:15](=[O:36])[NH:16][C:17]([CH3:35])([CH3:34])[CH2:18][C:19]1[C:27]2[C:22](=[C:23]([C:28]([O:30][CH2:31][NH:5][S:2]([CH3:1])(=[O:4])=[O:3])=[O:29])[CH:24]=[CH:25][CH:26]=2)[NH:21][CH:20]=1)([CH3:12])([CH3:13])[CH3:11]. The catalyst class is: 4. (3) The catalyst class is: 2. Product: [CH3:24][S:21]([O:14][CH2:13][CH2:12][C:3]1[CH:4]=[C:5]([O:10][CH3:11])[C:6]([C:8]#[N:9])=[CH:7][C:2]=1[Cl:1])(=[O:23])=[O:22]. Reactant: [Cl:1][C:2]1[CH:7]=[C:6]([C:8]#[N:9])[C:5]([O:10][CH3:11])=[CH:4][C:3]=1[CH2:12][CH2:13][OH:14].N1C=CC=CC=1.[S:21](Cl)([CH3:24])(=[O:23])=[O:22]. (4) Reactant: [NH2:1][CH2:2][C:3]1[CH:4]=[C:5]([C:9]2[N:10]([CH3:21])[C:11]3[C:16]([C:17]=2[C:18]#[N:19])=[CH:15][CH:14]=[C:13]([Cl:20])[CH:12]=3)[CH:6]=[N:7][CH:8]=1.[C:22](Cl)(=[O:26])[CH2:23][CH2:24][CH3:25].C(N(CC)CC)C. Product: [Cl:20][C:13]1[CH:12]=[C:11]2[C:16]([C:17]([C:18]#[N:19])=[C:9]([C:5]3[CH:4]=[C:3]([CH2:2][NH:1][C:22](=[O:26])[CH2:23][CH2:24][CH3:25])[CH:8]=[N:7][CH:6]=3)[N:10]2[CH3:21])=[CH:15][CH:14]=1. The catalyst class is: 4.